Dataset: Forward reaction prediction with 1.9M reactions from USPTO patents (1976-2016). Task: Predict the product of the given reaction. (1) Given the reactants [Cl:1][C:2]1[C:10]2[N:9]=[C:8]3[N:11]([C:15]4[CH:20]=[CH:19][C:18]([Cl:21])=[CH:17][C:16]=4[Cl:22])[CH2:12][CH2:13][CH2:14][N:7]3[C:6]=2[C:5]([CH:23]([CH:25]2[CH2:27][CH2:26]2)[OH:24])=[CH:4][CH:3]=1.[H-].[Na+].I[CH2:31][CH3:32].[Cl-].[NH4+], predict the reaction product. The product is: [Cl:1][C:2]1[C:10]2[N:9]=[C:8]3[N:11]([C:15]4[CH:20]=[CH:19][C:18]([Cl:21])=[CH:17][C:16]=4[Cl:22])[CH2:12][CH2:13][CH2:14][N:7]3[C:6]=2[C:5]([CH:23]([CH:25]2[CH2:27][CH2:26]2)[O:24][CH2:31][CH3:32])=[CH:4][CH:3]=1. (2) Given the reactants Cl.[Cl:2][C:3]1[CH:4]=[C:5]2[C:9](=[CH:10][CH:11]=1)[NH:8][CH:7]=[C:6]2[CH2:12][CH2:13][NH2:14].[O:15]=[C:16]1[CH:20]([C:21](O)=[O:22])[CH2:19][CH2:18][N:17]1[CH:24]([C:26]1[CH:31]=[CH:30][CH:29]=[CH:28][CH:27]=1)[CH3:25].C1CN([P+](ON2N=NC3C=CC=CC2=3)(N2CCCC2)N2CCCC2)CC1.F[P-](F)(F)(F)(F)F.C(N(CC)C(C)C)(C)C, predict the reaction product. The product is: [Cl:2][C:3]1[CH:4]=[C:5]2[C:9](=[CH:10][CH:11]=1)[NH:8][CH:7]=[C:6]2[CH2:12][CH2:13][NH:14][C:21]([CH:20]1[CH2:19][CH2:18][N:17]([CH:24]([C:26]2[CH:31]=[CH:30][CH:29]=[CH:28][CH:27]=2)[CH3:25])[C:16]1=[O:15])=[O:22]. (3) Given the reactants Cl[C:2]1[CH:3]=[C:4]([CH:21]=[C:22]([N:24]2[CH2:29][CH2:28][CH2:27][CH2:26][CH2:25]2)[CH:23]=1)[CH2:5][O:6][C:7]1[CH:12]=[CH:11][CH:10]=[CH:9][C:8]=1[CH2:13][C:14]([O:16][C:17]([CH3:20])([CH3:19])[CH3:18])=[O:15].[C:30]([O:34][C:35]([NH:37][C@@H:38]([C:40]1[C:41]([F:69])=[C:42](C2C=C(O)C=C(COC3C=CC=CC=3CC(OC(C)(C)C)=O)C=2)[CH:43]=[CH:44][CH:45]=1)[CH3:39])=[O:36])([CH3:33])([CH3:32])[CH3:31], predict the reaction product. The product is: [C:30]([O:34][C:35]([NH:37][C@@H:38]([C:40]1[C:41]([F:69])=[C:42]([C:2]2[CH:23]=[C:22]([N:24]3[CH2:25][CH2:26][CH2:27][CH2:28][CH2:29]3)[CH:21]=[C:4]([CH2:5][O:6][C:7]3[CH:12]=[CH:11][CH:10]=[CH:9][C:8]=3[CH2:13][C:14]([O:16][C:17]([CH3:20])([CH3:19])[CH3:18])=[O:15])[CH:3]=2)[CH:43]=[CH:44][CH:45]=1)[CH3:39])=[O:36])([CH3:31])([CH3:32])[CH3:33]. (4) Given the reactants [N:1]1([C:7]([OH:9])=O)[CH2:6][CH2:5][O:4][CH2:3][CH2:2]1.[CH2:10]([N:14]([CH2:18][CH2:19][CH2:20][CH3:21])C(Cl)=O)[CH2:11][CH2:12][CH3:13].N1C=CC=CC=1, predict the reaction product. The product is: [CH2:10]([N:14]([CH2:18][CH2:19][CH2:20][CH3:21])[C:7]([N:1]1[CH2:2][CH2:3][O:4][CH2:5][CH2:6]1)=[O:9])[CH2:11][CH2:12][CH3:13]. (5) Given the reactants [Cl:1][C:2]1[CH:3]=[C:4]([NH2:9])[CH:5]=[C:6]([NH2:8])[CH:7]=1.CO[CH:12]1[CH2:16][CH2:15][CH:14](OC)O1, predict the reaction product. The product is: [Cl:1][C:2]1[CH:7]=[C:6]([CH:5]=[C:4]([N:9]2[CH:12]=[CH:16][CH:15]=[CH:14]2)[CH:3]=1)[NH2:8]. (6) Given the reactants [CH3:1][C:2]1[CH:8]=[C:7]([C:9](F)([C:14]([F:17])([F:16])[F:15])[C:10]([F:13])([F:12])[F:11])[C:6]([CH2:19][CH2:20][CH3:21])=[CH:5][C:3]=1[NH2:4].[BH4-].[Na+].C(O)(=O)C, predict the reaction product. The product is: [CH3:1][C:2]1[CH:8]=[C:7]([CH:9]([C:10]([F:11])([F:12])[F:13])[C:14]([F:16])([F:17])[F:15])[C:6]([CH2:19][CH2:20][CH3:21])=[CH:5][C:3]=1[NH2:4]. (7) Given the reactants [F:1][C:2]1[CH:7]=[C:6](C=O)[CH:5]=[CH:4][C:3]=1[N:10]1[CH2:15][CH2:14][N:13]([C:16]([O:18][C:19]([CH3:22])([CH3:21])[CH3:20])=[O:17])[CH2:12][CH2:11]1.ClC1C=CC=C(C(OO)=[O:31])C=1.C([O-])(O)=O.[Na+], predict the reaction product. The product is: [F:1][C:2]1[CH:7]=[C:6]([OH:31])[CH:5]=[CH:4][C:3]=1[N:10]1[CH2:15][CH2:14][N:13]([C:16]([O:18][C:19]([CH3:22])([CH3:21])[CH3:20])=[O:17])[CH2:12][CH2:11]1. (8) Given the reactants C(N(CC)CC)C.[CH3:8][O:9][CH2:10][CH2:11][NH2:12].[CH:13]([C:15]1[CH:16]=[C:17]([CH:21]=[CH:22][CH:23]=1)[C:18](Cl)=[O:19])=[O:14], predict the reaction product. The product is: [CH3:8][O:9][CH2:10][CH2:11][NH:12][C:13]([C:15]1[CH:16]=[C:17]([CH:21]=[CH:22][CH:23]=1)[CH:18]=[O:19])=[O:14].